Dataset: Forward reaction prediction with 1.9M reactions from USPTO patents (1976-2016). Task: Predict the product of the given reaction. (1) Given the reactants [N+:1]1([O-])[C:10]2[C:5](=[CH:6][C:7]([C:11]([O:13]C)=[O:12])=[CH:8][CH:9]=2)[CH:4]=[CH:3][CH:2]=1.[F:16][C:17]([Si](C)(C)C)([F:19])[F:18].CC(C)([O-])C.[K+], predict the reaction product. The product is: [F:16][C:17]([F:19])([F:18])[C:2]1[CH:3]=[CH:4][C:5]2[C:10](=[CH:9][CH:8]=[C:7]([C:11]([OH:13])=[O:12])[CH:6]=2)[N:1]=1. (2) Given the reactants [Cl:1][C:2]1[CH:7]=[C:6]([N+:8]([O-:10])=[O:9])[CH:5]=[CH:4][C:3]=1F.[F:12][C:13]([F:26])([F:25])[C:14]1[CH:15]=[CH:16][CH:17]=[C:18]2[C:23]=1[N:22]=[CH:21][CH:20]=[C:19]2[OH:24].C(=O)([O-])[O-].[K+].[K+], predict the reaction product. The product is: [Cl:1][C:2]1[CH:7]=[C:6]([N+:8]([O-:10])=[O:9])[CH:5]=[CH:4][C:3]=1[O:24][C:19]1[C:18]2[C:23](=[C:14]([C:13]([F:26])([F:12])[F:25])[CH:15]=[CH:16][CH:17]=2)[N:22]=[CH:21][CH:20]=1. (3) Given the reactants [NH2:1][C:2]1[N:6]([C:7]2[C:12]([Cl:13])=[CH:11][C:10]([C:14]([F:17])([F:16])[F:15])=[CH:9][C:8]=2[Cl:18])[N:5]=[C:4]([C:19]#[N:20])[C:3]=1[C:21]1([S:26][CH3:27])[CH2:23][C:22]1([F:25])[F:24].ClC1C=C(C=CC=1)C(OO)=[O:33], predict the reaction product. The product is: [NH2:1][C:2]1[N:6]([C:7]2[C:12]([Cl:13])=[CH:11][C:10]([C:14]([F:15])([F:16])[F:17])=[CH:9][C:8]=2[Cl:18])[N:5]=[C:4]([C:19]#[N:20])[C:3]=1[C:21]1([S:26]([CH3:27])=[O:33])[CH2:23][C:22]1([F:24])[F:25]. (4) The product is: [CH:11]([C@@H:13]1[C@H:4]([C:5]([O:7][CH2:8][CH3:9])=[O:6])[CH:3]=[C:2]([CH3:1])[CH2:10][CH2:14]1)=[O:12]. Given the reactants [CH3:1][C:2](=[CH2:10])/[CH:3]=[CH:4]/[C:5]([O:7][CH2:8][CH3:9])=[O:6].[CH:11]([CH:13]=[CH2:14])=[O:12].C1(C=CC(O)=CC=1)O, predict the reaction product. (5) Given the reactants COC(=O)C1C=CC=C(COC2C=CC(C3C=C(F)C(F)=CC=3F)=CC=2)C=1[NH:27][N:28]([C:37]([O:39][C:40]([CH3:43])([CH3:42])[CH3:41])=[O:38])[CH2:29][C@@H:30]1[CH2:34][O:33][C:32]([CH3:36])([CH3:35])[O:31]1.COC(=O)C1C=CC=C(COC2C=CC(C3C=C(F)C(F)=CC=3Cl)=CC=2)C=1.COC(=O)C1C=CC=C(COC2C=CC(C3C=C(F)C(F)=CC=3Cl)=CC=2)C=1Br, predict the reaction product. The product is: [C:40]([O:39][C:37]([N:28]([CH2:29][C@H:30]1[CH2:34][O:33][C:32]([CH3:36])([CH3:35])[O:31]1)[NH2:27])=[O:38])([CH3:43])([CH3:41])[CH3:42]. (6) Given the reactants FC(F)(F)C(O)=O.[F:8][C:9]1[CH:14]=[C:13]([N:15]2[CH:19]=[N:18][N:17]=[N:16]2)[CH:12]=[CH:11][C:10]=1[C:20]1[CH:21]=[CH:22][C:23]2[O:27][C:26]([CH:28]3[CH2:33][CH2:32][NH:31][CH2:30][CH2:29]3)=[N:25][C:24]=2[CH:34]=1.[C:35](O)(=[O:39])[CH:36]([CH3:38])[CH3:37].CCN=C=NCCCN(C)C.Cl.C1C=CC2N(O)N=NC=2C=1, predict the reaction product. The product is: [F:8][C:9]1[CH:14]=[C:13]([N:15]2[CH:19]=[N:18][N:17]=[N:16]2)[CH:12]=[CH:11][C:10]=1[C:20]1[CH:21]=[CH:22][C:23]2[O:27][C:26]([CH:28]3[CH2:29][CH2:30][N:31]([C:35](=[O:39])[CH:36]([CH3:38])[CH3:37])[CH2:32][CH2:33]3)=[N:25][C:24]=2[CH:34]=1. (7) The product is: [O:101]=[C:98]1[CH:99]=[CH:100][C:96](=[O:95])[N:97]1[CH2:102][CH2:103][CH2:104][CH2:105][CH2:106][C:107]([NH:109][NH:110][C:79](=[O:78])[CH2:92][CH2:90][CH2:91][CH2:11][CH:9]([CH3:10])[C@@H:8]([C:12]([NH:14][C@H:15]([C:19]([N:21]([C@@H:23]([C@@H:57]([CH3:60])[CH2:58][CH3:59])[C@H:24]([O:55][CH3:56])[CH2:25][C:26]([N:28]1[CH2:32][CH2:31][CH2:30][C@H:29]1[C@H:33]([O:53][CH3:54])[C@@H:34]([CH3:52])[C:35]([NH:37][C@@H:38]([CH2:42][C:43]1[C:51]2[C:46](=[CH:47][CH:48]=[CH:49][CH:50]=2)[NH:45][CH:44]=1)[C:39]([NH2:41])=[O:40])=[O:36])=[O:27])[CH3:22])=[O:20])[CH:16]([CH3:18])[CH3:17])=[O:13])[NH:7][CH3:61])=[O:108]. Given the reactants C(CCC[N:7]([CH3:61])[C@H:8]([C:12]([NH:14][C@H:15]([C:19]([N:21]([C@@H:23]([C@@H:57]([CH3:60])[CH2:58][CH3:59])[C@H:24]([O:55][CH3:56])[CH2:25][C:26]([N:28]1[CH2:32][CH2:31][CH2:30][C@H:29]1[C@H:33]([O:53][CH3:54])[C@@H:34]([CH3:52])[C:35]([NH:37][C@@H:38]([CH2:42][C:43]1[C:51]2[C:46](=[CH:47][CH:48]=[CH:49][CH:50]=2)[NH:45][CH:44]=1)[C:39]([NH2:41])=[O:40])=[O:36])=[O:27])[CH3:22])=[O:20])[CH:16]([CH3:18])[CH3:17])=[O:13])[CH:9]([CH3:11])[CH3:10])(O)=O.F[P-](F)(F)(F)(F)F.N1([O:78][C:79](N(C)C)=[N+](C)C)C2N=CC=CC=2N=N1.C(N(CC)[CH:90]([CH3:92])[CH3:91])(C)C.[O:95]=[C:96]1[CH:100]=[CH:99][C:98](=[O:101])[N:97]1[CH2:102][CH2:103][CH2:104][CH2:105][CH2:106][C:107]([NH:109][NH2:110])=[O:108], predict the reaction product.